From a dataset of Forward reaction prediction with 1.9M reactions from USPTO patents (1976-2016). Predict the product of the given reaction. (1) Given the reactants Cl.[NH2:2][C@@H:3]([CH2:7][C:8]([O:10][CH3:11])=[O:9])[C:4]([OH:6])=[O:5].C(=O)([O-])[O-].[Na+].[Na+].[CH2:18](Cl)[C:19]1[CH:24]=[CH:23][CH:22]=[CH:21][CH:20]=1.Cl, predict the reaction product. The product is: [CH2:18]([NH:2][C@@H:3]([CH2:7][C:8]([O:10][CH3:11])=[O:9])[C:4]([OH:6])=[O:5])[C:19]1[CH:24]=[CH:23][CH:22]=[CH:21][CH:20]=1. (2) Given the reactants [Br:1][C:2]1[CH:3]=[C:4]([C:8](=O)[CH2:9][C:10]2[CH:15]=[CH:14][N:13]=[CH:12][CH:11]=2)[CH:5]=[CH:6][CH:7]=1.O.[NH2:18]N.COC(OC)[N:23]([CH3:25])C, predict the reaction product. The product is: [Br:1][C:2]1[CH:3]=[C:4]([C:8]2[C:9]([C:10]3[CH:15]=[CH:14][N:13]=[CH:12][CH:11]=3)=[CH:25][NH:23][N:18]=2)[CH:5]=[CH:6][CH:7]=1. (3) Given the reactants [F:1][C:2]([F:41])([F:40])[C@H:3]1[CH2:8][CH2:7][C@H:6]([NH:9][C:10]([C:12]2[CH:13]=[C:14]3[N:27]=[C:26]([NH:28][C:29]4[C:34]([Cl:35])=[C:33]([F:36])[CH:32]=[C:31]([CH2:37][NH2:38])[C:30]=4[Cl:39])[NH:25][C:15]3=[N:16][C:17]=2[N:18]2[CH2:23][CH2:22][CH:21]([F:24])[CH2:20][CH2:19]2)=[O:11])[CH2:5][CH2:4]1.[C:42](Cl)(=[O:47])[C:43]([CH3:46])([CH3:45])[CH3:44].C1COCC1, predict the reaction product. The product is: [F:41][C:2]([F:40])([F:1])[C@H:3]1[CH2:8][CH2:7][C@H:6]([NH:9][C:10]([C:12]2[CH:13]=[C:14]3[N:27]=[C:26]([NH:28][C:29]4[C:34]([Cl:35])=[C:33]([F:36])[CH:32]=[C:31]([CH2:37][NH:38][C:42](=[O:47])[C:43]([CH3:46])([CH3:45])[CH3:44])[C:30]=4[Cl:39])[NH:25][C:15]3=[N:16][C:17]=2[N:18]2[CH2:19][CH2:20][CH:21]([F:24])[CH2:22][CH2:23]2)=[O:11])[CH2:5][CH2:4]1. (4) Given the reactants S(O[CH2:6][C@@:7]12[CH2:22][O:21][C@@H:9]([C@H:10]([N:12]3[CH:19]=[C:18]([CH3:20])[C:16](=[O:17])[NH:15][C:13]3=[O:14])[O:11]1)[C@@H:8]2[OH:23])(C)(=O)=O.[N-:24]=[N+:25]=[N-:26].[Na+], predict the reaction product. The product is: [N:24]([CH2:6][C@@:7]12[CH2:22][O:21][C@@H:9]([C@H:10]([N:12]3[CH:19]=[C:18]([CH3:20])[C:16](=[O:17])[NH:15][C:13]3=[O:14])[O:11]1)[C@@H:8]2[OH:23])=[N+:25]=[N-:26].